The task is: Predict the reactants needed to synthesize the given product.. This data is from Full USPTO retrosynthesis dataset with 1.9M reactions from patents (1976-2016). (1) Given the product [CH3:1][C:2]1[CH:7]=[CH:6][N:5]=[C:4]([CH2:8][OH:9])[N:3]=1, predict the reactants needed to synthesize it. The reactants are: [CH3:1][C:2]1[CH:7]=[CH:6][N:5]=[C:4]([C:8]([O-])=[O:9])[N:3]=1.[BH4-].[Na+]. (2) Given the product [NH2:4][CH2:3][CH:2]([OH:1])[CH2:5][CH2:6][C:7]1[CH:8]=[CH:9][CH:10]=[CH:11][CH:12]=1, predict the reactants needed to synthesize it. The reactants are: [OH:1][CH:2]([CH2:5][CH2:6][C:7]1[CH:12]=[CH:11][CH:10]=[CH:9][CH:8]=1)[C:3]#[N:4].NCC(O)CC(C)C.[H-].[H-].[H-].[H-].[Li+].[Al+3].[OH-].[Na+]. (3) Given the product [CH3:1][C@:2]12[C:9]([CH3:11])([CH3:10])[C@:6]([NH2:12])([CH2:7][CH2:8]1)[CH2:5][O:4][CH2:3]2, predict the reactants needed to synthesize it. The reactants are: [CH3:1][C@:2]12[C:9]([CH3:11])([CH3:10])[C@:6]([NH:12]C(=O)C)([CH2:7][CH2:8]1)[CH2:5][O:4][CH2:3]2.N1C=CC=CC=1.C(Cl)(=O)C(Cl)=O.C(O)C(O)C. (4) Given the product [CH2:23]([C:9]1[C:8]([CH2:7][C:6]([OH:5])=[O:25])=[C:12]([CH2:13][CH3:14])[N:11]([CH2:15][C:16]2[CH:17]=[CH:18][C:19]([NH:22][C:32](=[O:33])[C:31]3[CH:35]=[CH:36][C:28]([C:27]([F:26])([F:37])[F:38])=[CH:29][CH:30]=3)=[CH:20][CH:21]=2)[N:10]=1)[CH3:24], predict the reactants needed to synthesize it. The reactants are: C([O:5][C:6](=[O:25])[CH2:7][C:8]1[C:9]([CH2:23][CH3:24])=[N:10][N:11]([CH2:15][C:16]2[CH:21]=[CH:20][C:19]([NH2:22])=[CH:18][CH:17]=2)[C:12]=1[CH2:13][CH3:14])(C)(C)C.[F:26][C:27]([F:38])([F:37])[C:28]1[CH:36]=[CH:35][C:31]([C:32](O)=[O:33])=[CH:30][CH:29]=1.C(N(C(C)C)CC)(C)C.CN(C(ON1N=NC2C=CC=CC1=2)=[N+](C)C)C.[B-](F)(F)(F)F.C([O-])([O-])=O.[K+].[K+]. (5) Given the product [CH:5]1([C@:21]2([OH:22])[CH2:20][CH2:19][N:18]([C:23]([O:25][CH2:26][C:27]3[CH:28]=[CH:29][CH:30]=[CH:31][CH:32]=3)=[O:24])[C@H:17]2[CH2:15][CH3:16])[CH2:7][CH2:6]1, predict the reactants needed to synthesize it. The reactants are: [Cl-].[Ce+3].[Cl-].[Cl-].[CH:5]1([Mg]Br)[CH2:7][CH2:6]1.C1COCC1.[CH2:15]([C@H:17]1[C:21](=[O:22])[CH2:20][CH2:19][N:18]1[C:23]([O:25][CH2:26][C:27]1[CH:32]=[CH:31][CH:30]=[CH:29][CH:28]=1)=[O:24])[CH3:16].